This data is from Forward reaction prediction with 1.9M reactions from USPTO patents (1976-2016). The task is: Predict the product of the given reaction. (1) Given the reactants [C:1]([C:13]1[CH:38]=[CH:37][C:16]([CH2:17][N:18]([C:30](=[O:36])[C:31]([O:33][CH2:34][CH3:35])=[O:32])[CH2:19][C:20]2[CH:25]=[CH:24][C:23]([C:26]([F:29])([F:28])[F:27])=[CH:22][CH:21]=2)=[CH:15][CH:14]=1)#[C:2][CH2:3][CH2:4][CH2:5][CH2:6][CH2:7][CH2:8][CH2:9][CH2:10][CH2:11][CH3:12], predict the reaction product. The product is: [CH2:34]([O:33][C:31](=[O:32])[C:30]([N:18]([CH2:17][C:16]1[CH:15]=[CH:14][C:13]([CH2:1][CH2:2][CH2:3][CH2:4][CH2:5][CH2:6][CH2:7][CH2:8][CH2:9][CH2:10][CH2:11][CH3:12])=[CH:38][CH:37]=1)[CH2:19][C:20]1[CH:25]=[CH:24][C:23]([C:26]([F:27])([F:28])[F:29])=[CH:22][CH:21]=1)=[O:36])[CH3:35]. (2) Given the reactants [CH3:1][O:2][CH:3]1[CH2:8][CH2:7][N:6]([C:9]2[N:14]=[C:13]([NH2:15])[CH:12]=[CH:11][N:10]=2)[CH2:5][CH2:4]1.Cl[C:17]1[N:22]=[CH:21][C:20]2[C:23]([C:29]([NH:31][CH2:32][CH3:33])=[O:30])=[CH:24][N:25]([CH:26]([CH3:28])[CH3:27])[C:19]=2[CH:18]=1.CC(C)([O-])C.[Na+], predict the reaction product. The product is: [CH2:32]([NH:31][C:29]([C:23]1[C:20]2[CH:21]=[N:22][C:17]([NH:15][C:13]3[CH:12]=[CH:11][N:10]=[C:9]([N:6]4[CH2:5][CH2:4][CH:3]([O:2][CH3:1])[CH2:8][CH2:7]4)[N:14]=3)=[CH:18][C:19]=2[N:25]([CH:26]([CH3:27])[CH3:28])[CH:24]=1)=[O:30])[CH3:33]. (3) Given the reactants [N:1](C(OCC)=O)=[N:2]C(OCC)=O.[Cl:13][C:14]1[CH:19]=[CH:18][C:17]([C:20]2[CH2:21][CH2:22][N:23]([C:26]([O:28][C:29]([CH3:32])([CH3:31])[CH3:30])=[O:27])[CH2:24][CH:25]=2)=[C:16]([C@H:33](O)[CH3:34])[CH:15]=1.C1(P(C2C=CC=CC=2)C2C=CC=CC=2)C=CC=CC=1.[NH:55]1C=CN=C1, predict the reaction product. The product is: [Cl:13][C:14]1[CH:19]=[CH:18][C:17]([C:20]2[CH2:21][CH2:22][N:23]([C:26]([O:28][C:29]([CH3:32])([CH3:31])[CH3:30])=[O:27])[CH2:24][CH:25]=2)=[C:16]([C@@H:33]([N:55]=[N+:1]=[N-:2])[CH3:34])[CH:15]=1. (4) Given the reactants [CH:1]([Si:4]([CH:20]([CH3:22])[CH3:21])([CH:17]([CH3:19])[CH3:18])[O:5][C:6]1[CH:11]=[CH:10][C:9]([C:12]2[Se:13][CH:14]=[CH:15][CH:16]=2)=[CH:8][CH:7]=1)([CH3:3])[CH3:2].[Li]CCCC.[CH:28](N1CCOCC1)=[O:29].Cl, predict the reaction product. The product is: [CH:20]([Si:4]([CH:1]([CH3:3])[CH3:2])([CH:17]([CH3:19])[CH3:18])[O:5][C:6]1[CH:11]=[CH:10][C:9]([C:12]2[Se:13][C:14]([CH:28]=[O:29])=[CH:15][CH:16]=2)=[CH:8][CH:7]=1)([CH3:22])[CH3:21]. (5) Given the reactants Cl.[C:2]([C:4]1[CH:5]=[CH:6][C:7]([N:10]2[CH2:15][CH2:14][CH:13]([NH:16]C(=O)C)[CH2:12][CH2:11]2)=[N:8][CH:9]=1)#[N:3].[OH-].[Na+], predict the reaction product. The product is: [NH2:16][CH:13]1[CH2:14][CH2:15][N:10]([C:7]2[CH:6]=[CH:5][C:4]([C:2]#[N:3])=[CH:9][N:8]=2)[CH2:11][CH2:12]1. (6) Given the reactants O1CCCC1.[Br:6][C:7]1[CH:12]=[CH:11][C:10]([NH:13][C:14](=O)[CH:15]([N:17]2[CH2:21][CH2:20][CH2:19][CH2:18]2)[CH3:16])=[CH:9][CH:8]=1, predict the reaction product. The product is: [Br:6][C:7]1[CH:12]=[CH:11][C:10]([NH:13][CH2:14][CH:15]([N:17]2[CH2:21][CH2:20][CH2:19][CH2:18]2)[CH3:16])=[CH:9][CH:8]=1. (7) Given the reactants [F:1][C:2]([F:7])([F:6])[C:3]([O-:5])=[O:4].F[C:9](F)(F)[C:10]([O-:12])=O.C[NH+]1CCCC(C([NH:24][C@H:25]([C:34]2[NH2+:35][C:36]([C:39]3[CH:44]=[CH:43][CH:42]=[CH:41][CH:40]=3)=[CH:37][N:38]=2)[CH2:26][CH2:27][CH2:28][CH2:29][CH2:30]C(=O)C)=O)C1.F[C:46](F)(F)[C:47]([O-:49])=O.F[C:53](F)(F)C([O-])=O.[NH3+][C@H:60]([C:69]1[NH2+:70][C:71]([C:74]2[CH:79]=CC=CC=2)=[CH:72]N=1)[CH2:61]CCCCC(=O)C.CCN(CC)CC.CCN=C=NCCCN(C)C.Cl.C1C=CC2N(O)N=NC=2C=1.COC1C=C2C(=CC=1)NC(C)=C2CC(O)=O, predict the reaction product. The product is: [F:1][C:2]([F:7])([F:6])[C:3]([O-:5])=[O:4].[CH3:53][O:49][C:47]1[CH:46]=[C:79]2[C:69](=[CH:60][CH:61]=1)[NH:70][C:71]([CH3:72])=[C:74]2[CH2:9][C:10]([NH:24][C@H:25]([C:34]1[NH2+:35][C:36]([C:39]2[CH:40]=[CH:41][CH:42]=[CH:43][CH:44]=2)=[CH:37][N:38]=1)[CH2:26][CH2:27][CH2:28][CH2:29][CH2:30][C:3](=[O:5])[CH3:2])=[O:12]. (8) Given the reactants Br[C:2]1[CH:7]=[CH:6][C:5]([O:8][CH3:9])=[CH:4][C:3]=1[F:10].[CH3:11][C:12]1[CH:13]=[C:14]([CH:19]=[CH:20][C:21]=1B1OC(C)(C)C(C)(C)O1)[C:15]([O:17][CH3:18])=[O:16].C([O-])([O-])=O.[Na+].[Na+].C(Cl)Cl.CCCCCC, predict the reaction product. The product is: [F:10][C:3]1[CH:4]=[C:5]([O:8][CH3:9])[CH:6]=[CH:7][C:2]=1[C:21]1[CH:20]=[CH:19][C:14]([C:15]([O:17][CH3:18])=[O:16])=[CH:13][C:12]=1[CH3:11].